From a dataset of Experimentally validated miRNA-target interactions with 360,000+ pairs, plus equal number of negative samples. Binary Classification. Given a miRNA mature sequence and a target amino acid sequence, predict their likelihood of interaction. The miRNA is hsa-miR-1321 with sequence CAGGGAGGUGAAUGUGAU. The protein sequence of the target gene is MDNLSSEEIQQRAHQITDESLESTRRILGLAIESQDAGIKTITMLDEQKEQLNRIEEGLDQINKDMRETEKTLTELNKCCGLCVCPCNRTKNFESGKAYKTTWGDGGENSPCNVVSKQPGPVTNGQLQQPTTGAASGGYIKRITNDAREDEMEENLTQVGSILGNLKDMALNIGNEIDAQNPQIKRITDKADTNRDRIDIANARAKKLIDS. Result: 1 (interaction).